This data is from Reaction yield outcomes from USPTO patents with 853,638 reactions. The task is: Predict the reaction yield, written as a fraction of the theoretical maximum amount of product (1.0 means a 100% yield; for example, 0.34 means a 34% yield). The reactants are COC([N:5]1[C:11]2[CH:12]=[CH:13][CH:14]=[CH:15][C:10]=2[C:9]([O:16][CH3:17])=[CH:8][C:7]2[CH:18]=[CH:19][CH:20]=[CH:21][C:6]1=2)=O.[OH-].[Na+]. The catalyst is O. The product is [CH3:17][O:16][C:9]1[C:10]2[CH:15]=[CH:14][CH:13]=[CH:12][C:11]=2[NH:5][C:6]2[CH:21]=[CH:20][CH:19]=[CH:18][C:7]=2[CH:8]=1. The yield is 0.980.